Dataset: Reaction yield outcomes from USPTO patents with 853,638 reactions. Task: Predict the reaction yield, written as a fraction of the theoretical maximum amount of product (1.0 means a 100% yield; for example, 0.34 means a 34% yield). (1) The reactants are [N:1]1[CH:6]=[CH:5][N:4]=[CH:3][C:2]=1[NH:7][C:8](=[O:15])OCC(Cl)(Cl)Cl.[F:16][C:17]1[CH:22]=[CH:21][CH:20]=[CH:19][C:18]=1[C:23]1[N:24]=[C:25]([N:28]2[CH2:33][CH2:32][NH:31][CH2:30][CH2:29]2)[S:26][CH:27]=1.C(N(C(C)C)CC)(C)C.O. The product is [F:16][C:17]1[CH:22]=[CH:21][CH:20]=[CH:19][C:18]=1[C:23]1[N:24]=[C:25]([N:28]2[CH2:29][CH2:30][N:31]([C:8]([NH:7][C:2]3[CH:3]=[N:4][CH:5]=[CH:6][N:1]=3)=[O:15])[CH2:32][CH2:33]2)[S:26][CH:27]=1. The yield is 0.0550. The catalyst is CS(C)=O. (2) The reactants are [I:1][C:2]1[C:3](=[O:22])[C:4]2[CH:5]=[CH:6][N:7]3[C:20](=[O:21])[NH:19][N:18]=[C:8]3[C:9]=2[O:10][C:11]=1[C:12]1[CH:17]=[CH:16][CH:15]=[CH:14][CH:13]=1.[C:23](=O)([O-])[O-].[Cs+].[Cs+].IC. The catalyst is CN(C=O)C. The product is [I:1][C:2]1[C:3](=[O:22])[C:4]2[CH:5]=[CH:6][N:7]3[C:20](=[O:21])[N:19]([CH3:23])[N:18]=[C:8]3[C:9]=2[O:10][C:11]=1[C:12]1[CH:13]=[CH:14][CH:15]=[CH:16][CH:17]=1. The yield is 0.510.